This data is from Full USPTO retrosynthesis dataset with 1.9M reactions from patents (1976-2016). The task is: Predict the reactants needed to synthesize the given product. Given the product [NH2:1][C:2]1[N:7]=[C:6]([NH:8][C@@H:9]([CH2:13][CH2:14][CH3:15])[CH2:10][CH2:11][OH:12])[C:5]([CH2:16][C:17]2[CH:22]=[CH:21][C:20]([N:23]3[CH2:28][CH2:27][NH:26][CH2:25][C:24]3=[O:36])=[CH:19][C:18]=2[O:37][CH3:38])=[C:4]([CH3:39])[N:3]=1, predict the reactants needed to synthesize it. The reactants are: [NH2:1][C:2]1[N:7]=[C:6]([NH:8][C@@H:9]([CH2:13][CH2:14][CH3:15])[CH2:10][CH2:11][OH:12])[C:5]([CH2:16][C:17]2[CH:22]=[CH:21][C:20]([N:23]3[CH2:28][CH2:27][N:26](C(OC(C)(C)C)=O)[CH2:25][C:24]3=[O:36])=[CH:19][C:18]=2[O:37][CH3:38])=[C:4]([CH3:39])[N:3]=1.Cl.C([O-])([O-])=O.[K+].[K+].